This data is from Full USPTO retrosynthesis dataset with 1.9M reactions from patents (1976-2016). The task is: Predict the reactants needed to synthesize the given product. Given the product [O:13]1[CH2:14][CH2:15][CH2:16][N:10]([C:7]2[CH:6]=[CH:5][C:4]([NH2:1])=[N:9][CH:8]=2)[CH2:11][CH2:12]1, predict the reactants needed to synthesize it. The reactants are: [N+:1]([C:4]1[N:9]=[CH:8][C:7]([N:10]2[CH2:16][CH2:15][CH2:14][O:13][CH2:12][CH2:11]2)=[CH:6][CH:5]=1)([O-])=O.